Task: Predict the reactants needed to synthesize the given product.. Dataset: Full USPTO retrosynthesis dataset with 1.9M reactions from patents (1976-2016) (1) Given the product [Br:12][CH2:11][C:3]1[CH:4]=[CH:5][C:6]([N+:8]([O-:10])=[O:9])=[CH:7][C:2]=1[Cl:1], predict the reactants needed to synthesize it. The reactants are: [Cl:1][C:2]1[CH:7]=[C:6]([N+:8]([O-:10])=[O:9])[CH:5]=[CH:4][C:3]=1[CH3:11].[Br:12]N1C(=O)CCC1=O. (2) Given the product [CH3:12][O:14][C:15](=[O:26])[CH2:16][C:17]1[CH:22]=[C:21]([Cl:23])[C:20]([NH:24][C:2]2[S:3][C:4]3[CH:10]=[CH:9][C:8]([F:11])=[CH:7][C:5]=3[N:6]=2)=[CH:19][C:18]=1[F:25], predict the reactants needed to synthesize it. The reactants are: Br[C:2]1[S:3][C:4]2[CH:10]=[CH:9][C:8]([F:11])=[CH:7][C:5]=2[N:6]=1.[CH2:12]([O:14][C:15](=[O:26])[CH2:16][C:17]1[CH:22]=[C:21]([Cl:23])[C:20]([NH2:24])=[CH:19][C:18]=1[F:25])C.C([O-])(=O)C.C1(C)C=CC(S([O-])(=O)=O)=CC=1.[NH+]1C=CC=CC=1. (3) Given the product [S:56]1[CH:57]=[CH:58][N:59]=[C:55]1[NH:54][C:15]([C:6]1[C:7]2[C:12](=[CH:11][C:10]([S:13][CH3:14])=[CH:9][CH:8]=2)[N:4]([CH:1]([CH3:2])[CH3:3])[CH:5]=1)=[O:17], predict the reactants needed to synthesize it. The reactants are: [CH:1]([N:4]1[C:12]2[C:7](=[CH:8][CH:9]=[C:10]([S:13][CH3:14])[CH:11]=2)[C:6]([C:15]([OH:17])=O)=[CH:5]1)([CH3:3])[CH3:2].F[P-](F)(F)(F)(F)F.N1(O[P+](N(C)C)(N(C)C)N(C)C)C2C=CC=CC=2N=N1.C(N(CC)C(C)C)(C)C.[NH2:54][C:55]1[S:56][CH:57]=[CH:58][N:59]=1. (4) Given the product [Cl:17][C:18]1[CH:37]=[CH:36][C:21]2[O:22][C:23]3[CH:35]=[CH:34][CH:33]=[CH:32][C:24]=3[C@@H:25]3[C@H:30]([NH:31][C:3](=[O:5])[C:2]([F:1])([F:8])[F:9])[CH2:29][CH2:28][CH2:27][N:26]3[C:20]=2[CH:19]=1, predict the reactants needed to synthesize it. The reactants are: [F:1][C:2]([F:9])([F:8])[C:3]([O:5]CC)=O.C(N(CC)CC)C.[Cl:17][C:18]1[CH:37]=[CH:36][C:21]2[O:22][C:23]3[CH:35]=[CH:34][CH:33]=[CH:32][C:24]=3[C@@H:25]3[C@H:30]([NH2:31])[CH2:29][CH2:28][CH2:27][N:26]3[C:20]=2[CH:19]=1.